Dataset: Full USPTO retrosynthesis dataset with 1.9M reactions from patents (1976-2016). Task: Predict the reactants needed to synthesize the given product. (1) Given the product [N+:8]([C:5]1[CH:6]=[CH:7][C:2]([N:11]2[CH2:15][CH2:14][CH2:13][CH2:12]2)=[N:3][CH:4]=1)([O-:10])=[O:9], predict the reactants needed to synthesize it. The reactants are: Cl[C:2]1[CH:7]=[CH:6][C:5]([N+:8]([O-:10])=[O:9])=[CH:4][N:3]=1.[NH:11]1[CH2:15][CH2:14][CH2:13][CH2:12]1.C(=O)([O-])[O-].[K+].[K+].O1CCOCCOCCOCCOCCOCC1. (2) The reactants are: C(Cl)(=O)C(Cl)=O.[C:7]([CH2:10][CH2:11][CH2:12][O:13][C:14]1[CH:23]=[C:22]2[C:17]([C:18]([NH:24][C:25]3[CH:30]=[CH:29][C:28]([Cl:31])=[CH:27][C:26]=3[F:32])=[N:19][CH:20]=[N:21]2)=[CH:16][C:15]=1[O:33][CH3:34])(O)=[O:8].[NH:35]1[CH2:39][CH2:38][CH2:37][CH2:36]1. Given the product [Cl:31][C:28]1[CH:29]=[CH:30][C:25]([NH:24][C:18]2[C:17]3[C:22](=[CH:23][C:14]([O:13][CH2:12][CH2:11][CH2:10][C:7]([N:35]4[CH2:39][CH2:38][CH2:37][CH2:36]4)=[O:8])=[C:15]([O:33][CH3:34])[CH:16]=3)[N:21]=[CH:20][N:19]=2)=[C:26]([F:32])[CH:27]=1, predict the reactants needed to synthesize it. (3) Given the product [N:16]1([C:14]([C:12]2[S:11][C:7]3[N:8]=[CH:9][N:10]=[C:5]([NH:35][C:27]4[CH:28]=[C:29]5[C:33](=[CH:34][C:26]=4[O:25][CH:22]([CH3:24])[CH3:23])[NH:32][N:31]=[CH:30]5)[C:6]=3[N:13]=2)=[O:15])[CH2:21][CH2:20][CH2:19][CH2:18][CH2:17]1, predict the reactants needed to synthesize it. The reactants are: CS([C:5]1[C:6]2[N:13]=[C:12]([C:14]([N:16]3[CH2:21][CH2:20][CH2:19][CH2:18][CH2:17]3)=[O:15])[S:11][C:7]=2[N:8]=[CH:9][N:10]=1)(=O)=O.[CH:22]([O:25][C:26]1[CH:34]=[C:33]2[C:29]([CH:30]=[N:31][NH:32]2)=[CH:28][C:27]=1[NH2:35])([CH3:24])[CH3:23]. (4) Given the product [F:5][C:6]1[CH:39]=[CH:38][CH:37]=[C:36]([F:40])[C:7]=1[CH2:8][NH:9][C:10]1[C:15]([C:16]2[CH:21]=[CH:20][CH:19]=[CH:18][C:17]=2[OH:22])=[CH:14][N:13]=[C:12]([N:24]2[CH2:25][CH2:26][CH:27]([N:30]3[CH2:31][CH2:32][CH2:33][CH2:34][CH2:35]3)[CH2:28][CH2:29]2)[N:11]=1, predict the reactants needed to synthesize it. The reactants are: B(Br)(Br)Br.[F:5][C:6]1[CH:39]=[CH:38][CH:37]=[C:36]([F:40])[C:7]=1[CH2:8][NH:9][C:10]1[C:15]([C:16]2[CH:21]=[CH:20][CH:19]=[CH:18][C:17]=2[O:22]C)=[CH:14][N:13]=[C:12]([N:24]2[CH2:29][CH2:28][CH:27]([N:30]3[CH2:35][CH2:34][CH2:33][CH2:32][CH2:31]3)[CH2:26][CH2:25]2)[N:11]=1.C(=O)([O-])O.[Na+]. (5) Given the product [C:1]([C:3]1[C:4](=[O:5])[NH:6][C:16]([C:17]([F:22])([F:23])[C:18]([F:19])([F:20])[F:21])=[C:15]([C:14]([O:13][CH2:11][CH3:12])=[O:29])[CH:25]=1)#[N:2], predict the reactants needed to synthesize it. The reactants are: [C:1]([CH2:3][C:4]([NH2:6])=[O:5])#[N:2].CC[O-].[Na+].[CH2:11]([O:13][C:14](=[O:29])[C:15](=[CH:25]N(C)C)[C:16](=O)[C:17]([F:23])([F:22])[C:18]([F:21])([F:20])[F:19])[CH3:12].CC(O)=O. (6) Given the product [Cl:1][C:2]1[CH:3]=[C:4]([C:9]2([C:25]([F:27])([F:28])[F:26])[CH2:13][CH2:12][N:11]([C:14]3[CH:15]=[C:16]4[C:21](=[CH:22][CH:23]=3)[C:20]([NH:24][C:36](=[O:39])[CH2:37][CH3:38])=[CH:19][CH:18]=[CH:17]4)[CH2:10]2)[CH:5]=[C:6]([Cl:8])[CH:7]=1, predict the reactants needed to synthesize it. The reactants are: [Cl:1][C:2]1[CH:3]=[C:4]([C:9]2([C:25]([F:28])([F:27])[F:26])[CH2:13][CH2:12][N:11]([C:14]3[CH:15]=[C:16]4[C:21](=[CH:22][CH:23]=3)[C:20]([NH2:24])=[CH:19][CH:18]=[CH:17]4)[CH2:10]2)[CH:5]=[C:6]([Cl:8])[CH:7]=1.C(N(CC)CC)C.[C:36](O[C:36](=[O:39])[CH2:37][CH3:38])(=[O:39])[CH2:37][CH3:38]. (7) Given the product [CH3:20][N:21]([CH3:45])[CH2:22][CH2:23][O:14][N:13]=[C:8]1[CH2:7][CH:6]([C:15]2[O:16][CH:17]=[CH:18][CH:19]=2)[CH2:5][C:4]2[N:3]=[C:2]([NH2:1])[N:11]=[C:10]([CH3:12])[C:9]1=2, predict the reactants needed to synthesize it. The reactants are: [NH2:1][C:2]1[N:11]=[C:10]([CH3:12])[C:9]2[C:8](=[N:13][OH:14])[CH2:7][CH:6]([C:15]3[O:16][CH:17]=[CH:18][CH:19]=3)[CH2:5][C:4]=2[N:3]=1.[CH3:20][N:21]([CH3:45])[CH2:22][CH2:23]ON=C1CC(C2C=CC(F)=CC=2)CC2N=C(N)N=C(C)C1=2.